Dataset: HIV replication inhibition screening data with 41,000+ compounds from the AIDS Antiviral Screen. Task: Binary Classification. Given a drug SMILES string, predict its activity (active/inactive) in a high-throughput screening assay against a specified biological target. (1) The molecule is CC(=O)OC(C)(C)C1CCC2(C)C=CC(C)CC(O)C=C(C)CC(O)C12. The result is 0 (inactive). (2) The compound is Cc1cc(S(=O)(=O)Nc2nc(-c3ccc(Cl)cn3)n[nH]2)c(S)cc1Cl. The result is 1 (active).